This data is from Peptide-MHC class II binding affinity with 134,281 pairs from IEDB. The task is: Regression. Given a peptide amino acid sequence and an MHC pseudo amino acid sequence, predict their binding affinity value. This is MHC class II binding data. (1) The peptide sequence is MDYFIRMWNQAALAM. The MHC is HLA-DPA10201-DPB10101 with pseudo-sequence HLA-DPA10201-DPB10101. The binding affinity (normalized) is 0.176. (2) The peptide sequence is GELQIVDKIDAAFKT. The MHC is DRB3_0202 with pseudo-sequence DRB3_0202. The binding affinity (normalized) is 0.171.